This data is from Cav3 T-type calcium channel HTS with 100,875 compounds. The task is: Binary Classification. Given a drug SMILES string, predict its activity (active/inactive) in a high-throughput screening assay against a specified biological target. The drug is o1c(C(=O)c2[nH]ccn2)ccc1. The result is 0 (inactive).